From a dataset of Full USPTO retrosynthesis dataset with 1.9M reactions from patents (1976-2016). Predict the reactants needed to synthesize the given product. (1) Given the product [N:17]1[CH:18]=[CH:19][N:20]=[CH:21][C:16]=1[NH:15][C:13](=[O:14])[NH:12][C:6]1[C:5]2[C:10](=[CH:11][C:2]([N:28]3[CH2:29][CH:25]4[CH:26]([N:22]([C:30]([O:32][C:33]([CH3:36])([CH3:35])[CH3:34])=[O:31])[CH2:23][CH2:24]4)[CH2:27]3)=[CH:3][CH:4]=2)[N:9]=[CH:8][CH:7]=1, predict the reactants needed to synthesize it. The reactants are: Br[C:2]1[CH:11]=[C:10]2[C:5]([C:6]([NH:12][C:13]([NH:15][C:16]3[CH:21]=[N:20][CH:19]=[CH:18][N:17]=3)=[O:14])=[CH:7][CH:8]=[N:9]2)=[CH:4][CH:3]=1.[N:22]1([C:30]([O:32][C:33]([CH3:36])([CH3:35])[CH3:34])=[O:31])[CH:26]2[CH2:27][NH:28][CH2:29][CH:25]2[CH2:24][CH2:23]1. (2) Given the product [C:1]([C:5]1[CH:9]=[C:8]([NH2:10])[N:7]([C:11]2[CH:16]=[CH:15][CH:14]=[C:13]([CH2:17][CH2:18][NH2:20])[CH:12]=2)[N:6]=1)([CH3:4])([CH3:2])[CH3:3], predict the reactants needed to synthesize it. The reactants are: [C:1]([C:5]1[CH:9]=[C:8]([NH2:10])[N:7]([C:11]2[CH:12]=[C:13]([CH2:17][C:18]([NH2:20])=O)[CH:14]=[CH:15][CH:16]=2)[N:6]=1)([CH3:4])([CH3:3])[CH3:2].B.CSC.Cl.[OH-].[Na+]. (3) Given the product [F:1][C:2]([F:7])([F:6])[C:3]([OH:5])=[O:4].[CH:45]([O:8][C:9]1[C:17]2[N:16]=[C:15]([CH2:18][O:19][C:20]3[CH:25]=[CH:24][C:23]([Cl:26])=[CH:22][CH:21]=3)[N:14]([CH2:27][CH2:28][CH2:29][CH:30]3[CH2:35][CH2:34][NH:33][CH2:32][CH:31]3[C:3]([O:5][C:30]([CH3:35])([CH3:31])[CH3:29])=[O:4])[C:13]=2[CH:12]=[CH:11][CH:10]=1)([CH3:47])[CH3:46], predict the reactants needed to synthesize it. The reactants are: [F:1][C:2]([F:7])([F:6])[C:3]([OH:5])=[O:4].[OH:8][C:9]1[C:17]2[N:16]=[C:15]([CH2:18][O:19][C:20]3[CH:25]=[CH:24][C:23]([Cl:26])=[CH:22][CH:21]=3)[N:14]([CH2:27][CH2:28][CH2:29][CH:30]3[CH2:35][CH2:34][N:33](C(OC(C)(C)C)=O)[CH2:32][CH2:31]3)[C:13]=2[CH:12]=[CH:11][CH:10]=1.[H-].[Na+].[CH:45](Br)([CH3:47])[CH3:46]. (4) The reactants are: [CH2:1]([N:8]1[C:18]2[C:13](=[CH:14][CH:15]=[CH:16][CH:17]=2)[C:11](=[O:12])[C:9]1=[O:10])[C:2]1[CH:7]=[CH:6][CH:5]=[CH:4][CH:3]=1.[C:19]([OH:25])(=O)[CH2:20]C(O)=O.[N:26]1[CH:31]=CC=C[CH:27]=1.C(=O)=O.C(N(CC)CC)C.CN(C)C(Cl)=O. Given the product [CH2:1]([N:8]1[C:18]2[C:13](=[CH:14][CH:15]=[CH:16][CH:17]=2)[C:11]([CH2:20][C:19]([N:26]([CH3:31])[CH3:27])=[O:25])([OH:12])[C:9]1=[O:10])[C:2]1[CH:7]=[CH:6][CH:5]=[CH:4][CH:3]=1, predict the reactants needed to synthesize it. (5) Given the product [Cl:1][C:2]1[CH:7]=[CH:6][C:5]([CH:8]2[CH2:9][S:10](=[O:12])(=[O:11])[N:22]=[C:21]([S:20][CH3:19])[NH:23]2)=[CH:4][CH:3]=1, predict the reactants needed to synthesize it. The reactants are: [Cl:1][C:2]1[CH:7]=[CH:6][C:5]([CH:8]=[CH:9][S:10](Cl)(=[O:12])=[O:11])=[CH:4][CH:3]=1.S(O)(O)(=O)=O.[CH3:19][S:20][C:21](=[NH:23])[NH2:22].[CH3:19][S:20][C:21](=[NH:23])[NH2:22].[OH-].[Na+]. (6) Given the product [C:26]([O:25][C:23]([N:22]1[CH:6]2[CH:7]([N:8]([C:10]([O:12][CH2:13][C:14]3[CH:19]=[CH:18][CH:17]=[CH:16][CH:15]=3)=[O:11])[CH2:9][CH:5]2[C:3]([OH:4])=[O:2])[CH2:20][CH2:21]1)=[O:24])([CH3:29])([CH3:27])[CH3:28], predict the reactants needed to synthesize it. The reactants are: C[O:2][C:3]([CH:5]1[CH2:9][N:8]([C:10]([O:12][CH2:13][C:14]2[CH:19]=[CH:18][CH:17]=[CH:16][CH:15]=2)=[O:11])[CH:7]2[CH2:20][CH2:21][N:22]([C:23]([O:25][C:26]([CH3:29])([CH3:28])[CH3:27])=[O:24])[CH:6]12)=[O:4].C[O-].[Na+]. (7) Given the product [CH:24]([C:11]1[CH:10]=[C:5]([CH:4]=[CH:3][C:2]=1[OH:1])[C:6]([O:8][CH3:9])=[O:7])=[O:25], predict the reactants needed to synthesize it. The reactants are: [OH:1][C:2]1[CH:11]=[CH:10][C:5]([C:6]([O:8][CH3:9])=[O:7])=[CH:4][CH:3]=1.C1N2CN3CN(C2)CN1C3.FC(F)(F)[C:24](O)=[O:25]. (8) Given the product [CH:1]([C:4]1[C:8]([CH:9]([CH3:10])[CH3:11])=[C:7]([CH:12]([CH3:13])[CH3:14])[NH:6][C:5]=1[C:15]([NH:18][C:19]1[CH:20]=[CH:21][C:22]([C:23]([O:25][CH3:26])=[O:24])=[CH:27][CH:28]=1)=[O:17])([CH3:2])[CH3:3], predict the reactants needed to synthesize it. The reactants are: [CH:1]([C:4]1[C:8]([CH:9]([CH3:11])[CH3:10])=[C:7]([CH:12]([CH3:14])[CH3:13])[NH:6][C:5]=1[C:15]([OH:17])=O)([CH3:3])[CH3:2].[NH2:18][C:19]1[CH:28]=[CH:27][C:22]([C:23]([O:25][CH3:26])=[O:24])=[CH:21][CH:20]=1.